Regression/Classification. Given a drug SMILES string, predict its absorption, distribution, metabolism, or excretion properties. Task type varies by dataset: regression for continuous measurements (e.g., permeability, clearance, half-life) or binary classification for categorical outcomes (e.g., BBB penetration, CYP inhibition). Dataset: cyp2d6_veith. From a dataset of CYP2D6 inhibition data for predicting drug metabolism from PubChem BioAssay. (1) The compound is O=C(c1ccncc1)N1CCC2(CCCN(Cc3ccccc3)C2)CC1. The result is 0 (non-inhibitor). (2) The drug is CC(C)CNS(=O)(=O)c1cc(C(=O)N2CC(C)OC(C)C2)c(Cl)cc1Cl. The result is 0 (non-inhibitor). (3) The drug is S=c1nc(-c2ccccc2)[nH]n1-c1ccccc1. The result is 0 (non-inhibitor). (4) The molecule is Cc1ccc(Nc2cc(=O)n(C3CCCCC3)c(=O)[nH]2)cc1C. The result is 0 (non-inhibitor). (5) The compound is COc1ccc(-c2nc3cnc(Oc4ccccc4)nc3n(C3CC3)c2=O)cc1. The result is 0 (non-inhibitor). (6) The drug is CN(C)CCCNc1c2c(nc3ccc(Cl)cc13)CCCC2. The result is 0 (non-inhibitor).